Dataset: Forward reaction prediction with 1.9M reactions from USPTO patents (1976-2016). Task: Predict the product of the given reaction. (1) Given the reactants [F:1][C:2]1[CH:3]=[C:4]([CH:7]=[CH:8][C:9]=1I)[C:5]#[N:6].[NH:11]1[CH:16]=[CH:15][CH:14]=[CH:13][C:12]1=[O:17].N1C2C(=CC=CC=2O)C=CC=1.C(=O)([O-])[O-].[Cs+].[Cs+], predict the reaction product. The product is: [F:1][C:2]1[CH:3]=[C:4]([CH:7]=[CH:8][C:9]=1[N:11]1[CH:16]=[CH:15][CH:14]=[CH:13][C:12]1=[O:17])[C:5]#[N:6]. (2) Given the reactants [C:1]1([OH:7])C=CC=C[CH:2]=1.CC(C)N=C=NC(C)C.FF.[CH3:19][O:20][CH2:21][CH:22]([OH:24])[CH3:23], predict the reaction product. The product is: [C:1]([O:24][CH:22]([CH3:23])[CH2:21][O:20][CH3:19])(=[O:7])[CH3:2].